The task is: Binary Classification. Given a drug SMILES string, predict its activity (active/inactive) in a high-throughput screening assay against a specified biological target.. This data is from M1 muscarinic receptor agonist screen with 61,833 compounds. (1) The drug is S(c1nc(N(C)C(=O)C)nc(c1)C)C. The result is 0 (inactive). (2) The molecule is S(=O)(=O)(N1CCOCC1)c1cc2oc3c(c2cc1)cccc3. The result is 0 (inactive). (3) The molecule is S(Cc1ncccc1)c1nc([nH]n1)c1c(OC)cccc1. The result is 0 (inactive). (4) The compound is O=c1n(C2CCCC2)cc(c2c1n(c1c2cccc1)C)C(=O)N1CCN(CC1)c1ccccc1. The result is 0 (inactive). (5) The drug is O(CCCn1c2c(c(c1)C(=O)c1occc1)cccc2)c1c(OC)cccc1. The result is 0 (inactive).